Dataset: Full USPTO retrosynthesis dataset with 1.9M reactions from patents (1976-2016). Task: Predict the reactants needed to synthesize the given product. Given the product [Cl:31][C:30]1[CH:29]=[C:28]([F:32])[CH:27]=[C:26]([Cl:33])[C:25]=1[N:22]1[C:23](=[NH:24])[C:17]2[C:18](=[N:19][C:14]([NH:12][C:6]3[CH:5]=[C:4]4[C:9]([CH2:10][CH2:11][N:2]([CH3:1])[CH2:3]4)=[CH:8][CH:7]=3)=[N:15][CH:16]=2)[NH:20][C:21]1=[O:34], predict the reactants needed to synthesize it. The reactants are: [CH3:1][N:2]1[CH2:11][CH2:10][C:9]2[C:4](=[CH:5][C:6]([NH2:12])=[CH:7][CH:8]=2)[CH2:3]1.Cl[C:14]1[N:19]=[C:18]2[NH:20][C:21](=[O:34])[N:22]([C:25]3[C:30]([Cl:31])=[CH:29][C:28]([F:32])=[CH:27][C:26]=3[Cl:33])[C:23](=[NH:24])[C:17]2=[CH:16][N:15]=1.ClC1N=C2NC(=O)N(C3C(Cl)=CC=CC=3Cl)C(=N)C2=CN=1.